This data is from Reaction yield outcomes from USPTO patents with 853,638 reactions. The task is: Predict the reaction yield, written as a fraction of the theoretical maximum amount of product (1.0 means a 100% yield; for example, 0.34 means a 34% yield). (1) The reactants are C([O:4][C:5]1[CH:10]=[CH:9][CH:8]=[C:7]([F:11])[C:6]=1[C:12]1[CH:17]=[CH:16][C:15]([Cl:18])=[CH:14][C:13]=1[CH3:19])C=C.[C:20]1(C)[CH:25]=C(C)C=C(C)[CH:21]=1. No catalyst specified. The product is [CH2:25]([C:10]1[CH:9]=[CH:8][C:7]([F:11])=[C:6]([C:12]2[CH:17]=[CH:16][C:15]([Cl:18])=[CH:14][C:13]=2[CH3:19])[C:5]=1[OH:4])[CH:20]=[CH2:21]. The yield is 0.950. (2) The reactants are [CH3:1][C:2]1([C:18]([O:20]CC)=[O:19])[CH2:7][CH2:6][CH2:5][N:4]([C:8]([O:10][CH2:11][C:12]2[CH:17]=[CH:16][CH:15]=[CH:14][CH:13]=2)=[O:9])[CH2:3]1.[Li+].[OH-]. The catalyst is C(O)C. The product is [CH2:11]([O:10][C:8]([N:4]1[CH2:5][CH2:6][CH2:7][C:2]([CH3:1])([C:18]([OH:20])=[O:19])[CH2:3]1)=[O:9])[C:12]1[CH:13]=[CH:14][CH:15]=[CH:16][CH:17]=1. The yield is 0.920. (3) The reactants are [NH2:1][C@H:2]1[CH2:7][CH2:6][CH2:5][C@H:4]([NH:8][C:9]2[N:18]=[C:17]([N:19]([CH3:21])[CH3:20])[C:16]3[C:11](=[CH:12][CH:13]=[CH:14][CH:15]=3)[N:10]=2)[CH2:3]1.[S:22]1[CH:26]=[CH:25][C:24]([CH:27]=O)=[CH:23]1.[BH3-]C#N.[Na+]. The catalyst is CO.C(Cl)Cl.CO. The product is [CH3:20][N:19]([CH3:21])[C:17]1[C:16]2[C:11](=[CH:12][CH:13]=[CH:14][CH:15]=2)[N:10]=[C:9]([NH:8][C@H:4]2[CH2:5][CH2:6][CH2:7][C@H:2]([NH:1][CH2:27][C:24]3[CH:25]=[CH:26][S:22][CH:23]=3)[CH2:3]2)[N:18]=1. The yield is 0.400. (4) The reactants are [CH3:1][O:2][C:3]([C:5]1[CH:6]=[CH:7][C:8]2[N:12]=[N:11][N:10]([CH2:13][CH2:14][CH2:15][CH2:16]Cl)[C:9]=2[CH:18]=1)=[O:4].[F:19][C:20]([F:34])([F:33])[C:21]1[CH:22]=[C:23]([N:27]2[CH2:32][CH2:31][NH:30][CH2:29][CH2:28]2)[CH:24]=[CH:25][CH:26]=1.C(N(C(C)C)CC)(C)C.[I-].[K+]. The catalyst is C(#N)C. The product is [CH3:1][O:2][C:3]([C:5]1[CH:6]=[CH:7][C:8]2[N:12]=[N:11][N:10]([CH2:13][CH2:14][CH2:15][CH2:16][N:30]3[CH2:29][CH2:28][N:27]([C:23]4[CH:24]=[CH:25][CH:26]=[C:21]([C:20]([F:33])([F:34])[F:19])[CH:22]=4)[CH2:32][CH2:31]3)[C:9]=2[CH:18]=1)=[O:4]. The yield is 0.634. (5) The reactants are Cl[CH2:2][CH2:3][O:4][C:5]1[C:13]2[C:8](=[N:9][CH:10]=[N:11][C:12]=2[NH:14][C:15]2[CH:20]=[CH:19][C:18]([O:21][CH2:22][C:23]3[CH:28]=[CH:27][CH:26]=[CH:25][N:24]=3)=[C:17]([Cl:29])[CH:16]=2)[NH:7][N:6]=1.[CH3:30][O:31][CH:32]1[CH2:37][CH2:36][NH:35][CH2:34][CH2:33]1. No catalyst specified. The product is [Cl:29][C:17]1[CH:16]=[C:15]([NH:14][C:12]2[N:11]=[CH:10][N:9]=[C:8]3[NH:7][N:6]=[C:5]([O:4][CH2:3][CH2:2][N:35]4[CH2:36][CH2:37][CH:32]([O:31][CH3:30])[CH2:33][CH2:34]4)[C:13]=23)[CH:20]=[CH:19][C:18]=1[O:21][CH2:22][C:23]1[CH:28]=[CH:27][CH:26]=[CH:25][N:24]=1. The yield is 0.350. (6) The reactants are [NH2:1][C:2]1[N:11]=[CH:10][C:9]2[C:8](SC)=[N:7][CH:6]=[N:5][C:4]=2[CH:3]=1.[Br:14][C:15]1[CH:21]=[CH:20][CH:19]=[CH:18][C:16]=1[NH2:17]. No catalyst specified. The product is [NH2:1][C:2]1[N:11]=[CH:10][C:9]2[C:8]([NH:17][C:16]3[CH:18]=[CH:19][CH:20]=[CH:21][C:15]=3[Br:14])=[N:7][CH:6]=[N:5][C:4]=2[CH:3]=1. The yield is 0.330. (7) The yield is 0.470. The product is [CH2:12]([NH:8][C:5]1[CH:6]=[CH:7][C:2]([F:1])=[CH:3][CH:4]=1)[CH:11]=[CH2:10]. The reactants are [F:1][C:2]1[CH:7]=[CH:6][C:5]([NH2:8])=[CH:4][CH:3]=1.Br[CH2:10][CH:11]=[CH2:12].C([O-])([O-])=O.[K+].[K+].O. The catalyst is C1COCC1.CCOC(C)=O. (8) The reactants are [Cl:1][C:2]1[C:10]([C:11]#[N:12])=[CH:9][CH:8]=[C:7]2[C:3]=1[CH:4]=[C:5]([C:18]([O:20]CC)=[O:19])[N:6]2[CH2:13][C:14]([F:17])([F:16])[F:15].[OH-].[Na+]. The catalyst is C1COCC1.CO. The product is [Cl:1][C:2]1[C:10]([C:11]#[N:12])=[CH:9][CH:8]=[C:7]2[C:3]=1[CH:4]=[C:5]([C:18]([OH:20])=[O:19])[N:6]2[CH2:13][C:14]([F:17])([F:16])[F:15]. The yield is 0.940. (9) The reactants are [C:1]1(=[O:8])[CH2:7][CH2:6][CH2:5][CH2:4][CH2:3][CH2:2]1.[CH2:9]([O:11][C:12](=[O:18])[C:13](OCC)=[O:14])[CH3:10].CC[O-].[Na+]. No catalyst specified. The product is [CH2:9]([O:11][C:12](=[O:18])[C:13](=[O:14])[CH:2]1[CH2:3][CH2:4][CH2:5][CH2:6][CH2:7][C:1]1=[O:8])[CH3:10]. The yield is 0.523. (10) The reactants are [CH:1]1([NH2:4])[CH2:3][CH2:2]1.C(O)(=O)C.C([BH3-])#N.[Na+].[CH2:13]([O:15][C:16](=[O:26])[C:17]([CH:24]=O)([CH3:23])[CH2:18][CH2:19][CH:20]([CH3:22])[CH3:21])[CH3:14]. The catalyst is C(O)C. The product is [CH2:13]([O:15][C:16](=[O:26])[C:17]([CH2:23][NH:4][CH:1]1[CH2:3][CH2:2]1)([CH3:24])[CH2:18][CH2:19][CH:20]([CH3:21])[CH3:22])[CH3:14]. The yield is 0.380.